Dataset: Full USPTO retrosynthesis dataset with 1.9M reactions from patents (1976-2016). Task: Predict the reactants needed to synthesize the given product. (1) Given the product [O:19]=[C:14]1[CH2:15][CH2:16][CH2:17][O:18][CH:3]1[C:4]([O:6][CH2:7][C:8]1[CH:13]=[CH:12][CH:11]=[CH:10][CH:9]=1)=[O:5], predict the reactants needed to synthesize it. The reactants are: [N+](=[C:3]([C:14](=[O:19])[CH2:15][CH2:16][CH2:17][OH:18])[C:4]([O:6][CH2:7][C:8]1[CH:13]=[CH:12][CH:11]=[CH:10][CH:9]=1)=[O:5])=[N-]. (2) The reactants are: C([O:8][C:9]1[CH:18]=[CH:17][C:12]2[CH2:13][O:14][B:15]([OH:16])[C:11]=2[CH:10]=1)C1C=CC=CC=1.[H][H]. Given the product [OH:8][C:9]1[CH:18]=[CH:17][C:12]2[CH2:13][O:14][B:15]([OH:16])[C:11]=2[CH:10]=1, predict the reactants needed to synthesize it. (3) Given the product [Br:1][C:2]1[C:3]([CH3:9])=[CH:4][C:5]([S:12][CH2:10][CH3:11])=[N:6][CH:7]=1, predict the reactants needed to synthesize it. The reactants are: [Br:1][C:2]1[C:3]([CH3:9])=[CH:4][C:5](Cl)=[N:6][CH:7]=1.[CH2:10]([S-:12])[CH3:11].[Na+].CN1C(=O)CCC1. (4) The reactants are: C([O:3][C:4]([C:6]1[N:7]=[C:8]([CH3:15])[N:9]([CH:12]2[CH2:14][CH2:13]2)[C:10]=1[CH3:11])=O)C.[H-].[Al+3].[Li+].[H-].[H-].[H-]. Given the product [CH:12]1([N:9]2[C:10]([CH3:11])=[C:6]([CH2:4][OH:3])[N:7]=[C:8]2[CH3:15])[CH2:14][CH2:13]1, predict the reactants needed to synthesize it. (5) Given the product [Cl:8][C:7]1[C:2]2[N:1]=[N:32][N:13]([C@H:14]3[C@@H:18]4[O:19][C:20]([CH3:22])([CH3:23])[O:21][C@@H:17]4[C@@H:16]([O:24][CH2:25][CH2:26][OH:27])[CH2:15]3)[C:3]=2[N:4]=[C:5]([S:9][CH2:10][CH2:11][CH3:12])[N:6]=1, predict the reactants needed to synthesize it. The reactants are: [NH2:1][C:2]1[C:3]([NH:13][C@H:14]2[C@@H:18]3[O:19][C:20]([CH3:23])([CH3:22])[O:21][C@@H:17]3[C@@H:16]([O:24][CH2:25][CH2:26][OH:27])[CH2:15]2)=[N:4][C:5]([S:9][CH2:10][CH2:11][CH3:12])=[N:6][C:7]=1[Cl:8].C(O)(=O)C.[N:32]([O-])=O.[Na+]. (6) The reactants are: CON(C)[C:4]([C:6]1[CH:11]=[CH:10][N:9]2[CH:12]=[CH:13][N:14]=[C:8]2[CH:7]=1)=[O:5].[C:16]([Mg]Br)#[C:17][CH3:18]. Given the product [N:14]1[CH:13]=[CH:12][N:9]2[CH:10]=[CH:11][C:6]([C:4](=[O:5])[C:16]#[C:17][CH3:18])=[CH:7][C:8]=12, predict the reactants needed to synthesize it. (7) The reactants are: [CH3:1][C:2]([CH3:6])=[CH:3][CH2:4][OH:5].[C:7]([O:11][C:12]([NH:14][CH2:15][C:16](O)=[O:17])=[O:13])([CH3:10])([CH3:9])[CH3:8].C1CCC(N=C=NC2CCCCC2)CC1. Given the product [C:7]([O:11][C:12]([NH:14][CH2:15][C:16]([O:5][CH2:4][CH:3]=[C:2]([CH3:6])[CH3:1])=[O:17])=[O:13])([CH3:10])([CH3:9])[CH3:8], predict the reactants needed to synthesize it.